This data is from Forward reaction prediction with 1.9M reactions from USPTO patents (1976-2016). The task is: Predict the product of the given reaction. Given the reactants Br[C:2]1[CH:11]=[CH:10][CH:9]=[C:8]2[C:3]=1[CH:4]=[CH:5][C:6]([S:12]([NH:15][C:16]1[CH:21]=[CH:20][N:19]=[CH:18][N:17]=1)(=[O:14])=[O:13])=[CH:7]2.[Cl:22][C:23]1[CH:28]=[C:27]([C:29]([F:32])([F:31])[F:30])[CH:26]=[CH:25][C:24]=1B(O)O.P([O-])([O-])([O-])=O.[K+].[K+].[K+], predict the reaction product. The product is: [Cl:22][C:23]1[CH:28]=[C:27]([C:29]([F:30])([F:31])[F:32])[CH:26]=[CH:25][C:24]=1[C:2]1[CH:11]=[CH:10][CH:9]=[C:8]2[C:3]=1[CH:4]=[CH:5][C:6]([S:12]([NH:15][C:16]1[CH:21]=[CH:20][N:19]=[CH:18][N:17]=1)(=[O:14])=[O:13])=[CH:7]2.